From a dataset of TCR-epitope binding with 47,182 pairs between 192 epitopes and 23,139 TCRs. Binary Classification. Given a T-cell receptor sequence (or CDR3 region) and an epitope sequence, predict whether binding occurs between them. (1) The epitope is YEGNSPFHPL. The TCR CDR3 sequence is CASSLARGGNYEQYF. Result: 0 (the TCR does not bind to the epitope). (2) The epitope is TAFTIPSI. The TCR CDR3 sequence is CASSRGAESYNSPLHF. Result: 1 (the TCR binds to the epitope). (3) The epitope is LEPLVDLPI. The TCR CDR3 sequence is CSVEGIRDPSGMNTEAFF. Result: 1 (the TCR binds to the epitope). (4) Result: 1 (the TCR binds to the epitope). The TCR CDR3 sequence is CASSQGEWVNQETQYF. The epitope is KLPDDFTGCV. (5) The epitope is AIMTRCLAV. The TCR CDR3 sequence is CASSNGFHFNTLYF. Result: 0 (the TCR does not bind to the epitope). (6) The epitope is TPINLVRDL. The TCR CDR3 sequence is CAISETSGENTGELFF. Result: 1 (the TCR binds to the epitope). (7) The epitope is LPAADLDDF. The TCR CDR3 sequence is CASSFSRQGGWNEQFF. Result: 1 (the TCR binds to the epitope).